From a dataset of Reaction yield outcomes from USPTO patents with 853,638 reactions. Predict the reaction yield, written as a fraction of the theoretical maximum amount of product (1.0 means a 100% yield; for example, 0.34 means a 34% yield). The reactants are [CH3:1][O:2][C:3]([C:5]1[S:6][C:7]([Br:11])=[CH:8][C:9]=1[OH:10])=[O:4].[Cl:12][C:13]1[CH:18]=[CH:17][CH:16]=[CH:15][C:14]=1[CH:19](O)[CH3:20].C1(P(C2C=CC=CC=2)C2C=CC=CC=2)C=CC=CC=1.CCOC(/N=N/C(OCC)=O)=O. The catalyst is C1COCC1. The product is [CH3:1][O:2][C:3]([C:5]1[S:6][C:7]([Br:11])=[CH:8][C:9]=1[O:10][CH:19]([C:14]1[CH:15]=[CH:16][CH:17]=[CH:18][C:13]=1[Cl:12])[CH3:20])=[O:4]. The yield is 0.980.